This data is from Aqueous solubility values for 9,982 compounds from the AqSolDB database. The task is: Regression/Classification. Given a drug SMILES string, predict its absorption, distribution, metabolism, or excretion properties. Task type varies by dataset: regression for continuous measurements (e.g., permeability, clearance, half-life) or binary classification for categorical outcomes (e.g., BBB penetration, CYP inhibition). For this dataset (solubility_aqsoldb), we predict Y. The drug is [Cl-].[Cl-].[Pd+2]. The Y is -0.504 log mol/L.